Predict the product of the given reaction. From a dataset of Forward reaction prediction with 1.9M reactions from USPTO patents (1976-2016). (1) The product is: [F:21][C:18]1[CH:19]=[CH:20][C:15]([C@@H:8]([CH:9]2[CH2:14][CH2:13][O:12][CH2:11][CH2:10]2)[C@@H:4]([C:5]([NH:22][C:23]2[CH:24]=[N:25][CH:26]=[C:27]([F:54])[C:28]=2[CH2:29][CH2:30][C@H:31]2[O:36][CH2:35][C@@H:34]([CH2:37][O:38][C:39](=[O:40])[NH:41][CH2:42][C:43]([F:45])([F:46])[F:44])[NH:33][CH2:32]2)=[O:7])[NH2:1])=[CH:16][CH:17]=1. Given the reactants [N:1]([C@@H:4]([C@@H:8]([C:15]1[CH:20]=[CH:19][C:18]([F:21])=[CH:17][CH:16]=1)[CH:9]1[CH2:14][CH2:13][O:12][CH2:11][CH2:10]1)[C:5]([OH:7])=O)=[N+]=[N-].[NH2:22][C:23]1[CH:24]=[N:25][CH:26]=[C:27]([F:54])[C:28]=1[CH2:29][CH2:30][C@H:31]1[O:36][CH2:35][C@H:34]([CH2:37][O:38][C:39]([NH:41][CH2:42][C:43]([F:46])([F:45])[F:44])=[O:40])[N:33](C(OC(C)(C)C)=O)[CH2:32]1, predict the reaction product. (2) The product is: [CH:9]([OH:11])=[O:10].[CH3:47][N:48]([CH3:73])[CH2:49][CH2:50][N:51]1[CH2:56][CH2:55][CH:54]([N:57]([CH2:58][C:59]2[CH:64]=[CH:63][C:62]([N:65]([CH3:72])[C:66]3[CH:67]=[CH:68][N:69]=[CH:70][CH:71]=3)=[CH:61][CH:60]=2)[C:9](=[O:11])/[CH:8]=[CH:7]/[C:6]2[CH:5]=[CH:4][C:3]([C:2]([F:1])([F:15])[F:14])=[CH:13][CH:12]=2)[CH2:53][CH2:52]1. Given the reactants [F:1][C:2]([F:15])([F:14])[C:3]1[CH:13]=[CH:12][C:6]([CH:7]=[CH:8][C:9]([OH:11])=[O:10])=[CH:5][CH:4]=1.C(N(C(C)C)C(C)C)C.CN(C(ON1N=NC2C=CC=CC1=2)=[N+](C)C)C.[B-](F)(F)(F)F.[CH3:47][N:48]([CH3:73])[CH2:49][CH2:50][N:51]1[CH2:56][CH2:55][CH:54]([NH:57][CH2:58][C:59]2[CH:64]=[CH:63][C:62]([N:65]([CH3:72])[C:66]3[CH:71]=[CH:70][N:69]=[CH:68][CH:67]=3)=[CH:61][CH:60]=2)[CH2:53][CH2:52]1, predict the reaction product. (3) Given the reactants [Cl:1][C:2]1[CH:7]=[CH:6][CH:5]=[CH:4][C:3]=1[C:8]1[C:9]([C:20]([O:22]C)=[O:21])=[N:10][N:11]([C:13]2[CH:18]=[CH:17][N:16]=[C:15]([Cl:19])[CH:14]=2)[CH:12]=1.[OH-].[Na+].C1COCC1, predict the reaction product. The product is: [Cl:1][C:2]1[CH:7]=[CH:6][CH:5]=[CH:4][C:3]=1[C:8]1[C:9]([C:20]([OH:22])=[O:21])=[N:10][N:11]([C:13]2[CH:18]=[CH:17][N:16]=[C:15]([Cl:19])[CH:14]=2)[CH:12]=1. (4) Given the reactants [CH:1]1([N:4]([CH:32]2[CH2:34][CH2:33]2)[C:5]([C:7]2[N:29]([CH2:30][CH3:31])[C:10]3=[N:11][C:12]([NH:19][C:20]4[CH:24]=[C:23]([CH:25]=[O:26])[N:22]([CH2:27][CH3:28])[N:21]=4)=[C:13]4[N:17]=[CH:16][N:15]([CH3:18])[C:14]4=[C:9]3[CH:8]=2)=[O:6])[CH2:3][CH2:2]1.[OH:35]OS([O-])=O.[K+].O, predict the reaction product. The product is: [CH:32]1([N:4]([CH:1]2[CH2:2][CH2:3]2)[C:5]([C:7]2[N:29]([CH2:30][CH3:31])[C:10]3=[N:11][C:12]([NH:19][C:20]4[CH:24]=[C:23]([C:25]([OH:35])=[O:26])[N:22]([CH2:27][CH3:28])[N:21]=4)=[C:13]4[N:17]=[CH:16][N:15]([CH3:18])[C:14]4=[C:9]3[CH:8]=2)=[O:6])[CH2:33][CH2:34]1. (5) Given the reactants [NH2:1][C:2]1[CH:7]=[C:6]([C:8]2[CH:13]=[CH:12][C:11]([Cl:14])=[C:10]([O:15][CH3:16])[C:9]=2[F:17])[N:5]=[C:4]([C:18]([O:20][CH3:21])=[O:19])[C:3]=1[Cl:22].[C:23](NC1C=C(Cl)N=C(C(OC)=O)C=1Cl)(=[O:25])[CH3:24], predict the reaction product. The product is: [C:23]([NH:1][C:2]1[CH:7]=[C:6]([C:8]2[CH:13]=[CH:12][C:11]([Cl:14])=[C:10]([O:15][CH3:16])[C:9]=2[F:17])[N:5]=[C:4]([C:18]([O:20][CH3:21])=[O:19])[C:3]=1[Cl:22])(=[O:25])[CH3:24]. (6) Given the reactants [CH2:1]([O:5][CH2:6][C:7]1[CH:12]=[C:11]([Cl:13])[C:10]([CH2:14][C:15]2[CH:20]=[CH:19][C:18]([CH2:21][CH3:22])=[CH:17][CH:16]=2)=[CH:9][C:8]=1[C:23]1(OC)[C@H:28]([OH:29])[C@@H:27]([OH:30])[C@H:26]([OH:31])[C@@H:25]([CH2:32][OH:33])[O:24]1)[CH2:2][C:3]#[CH:4].CC#N.[SiH](CC)(CC)CC.B(F)(F)F.CCOCC, predict the reaction product. The product is: [CH2:1]([O:5][CH2:6][C:7]1[CH:12]=[C:11]([Cl:13])[C:10]([CH2:14][C:15]2[CH:16]=[CH:17][C:18]([CH2:21][CH3:22])=[CH:19][CH:20]=2)=[CH:9][C:8]=1[C@H:23]1[C@H:28]([OH:29])[C@@H:27]([OH:30])[C@H:26]([OH:31])[C@@H:25]([CH2:32][OH:33])[O:24]1)[CH2:2][C:3]#[CH:4].